From a dataset of Forward reaction prediction with 1.9M reactions from USPTO patents (1976-2016). Predict the product of the given reaction. (1) Given the reactants CN(C)/C=[CH:4]/[C:5](C1N(C(C)C)C(C)=NC=1)=[O:6].S([N:21]1[CH2:26][CH2:25][N:24]([C:27]2[CH:49]=[CH:48][C:30]([NH:31][C:32]3[N:37]=[C:36]([C:38]4[N:42]([CH:43]([CH3:45])[CH3:44])[C:41]([CH3:46])=[N:40][CH:39]=4)[C:35](Cl)=[CH:34][N:33]=3)=[CH:29][CH:28]=2)[CH2:23][CH2:22]1)(C)(=O)=O, predict the reaction product. The product is: [C:5]([N:21]1[CH2:22][CH2:23][N:24]([C:27]2[CH:28]=[CH:29][C:30]([NH:31][C:32]3[N:37]=[C:36]([C:38]4[N:42]([CH:43]([CH3:45])[CH3:44])[C:41]([CH3:46])=[N:40][CH:39]=4)[CH:35]=[CH:34][N:33]=3)=[CH:48][CH:49]=2)[CH2:25][CH2:26]1)(=[O:6])[CH3:4]. (2) Given the reactants [CH2:1]([O:3][CH:4]([O:9][CH2:10][CH3:11])[CH2:5][CH2:6][CH2:7][NH2:8])[CH3:2].C(N(CC)CC)C.[CH3:19][C:20]([O:23][C:24](O[C:24]([O:23][C:20]([CH3:22])([CH3:21])[CH3:19])=[O:25])=[O:25])([CH3:22])[CH3:21], predict the reaction product. The product is: [CH2:10]([O:9][CH:4]([O:3][CH2:1][CH3:2])[CH2:5][CH2:6][CH2:7][NH:8][C:24](=[O:25])[O:23][C:20]([CH3:22])([CH3:21])[CH3:19])[CH3:11]. (3) Given the reactants [F:1][C:2]1([F:11])[CH2:7][CH2:6][CH:5]([C:8]([OH:10])=O)[CH2:4][CH2:3]1.C1C=CC2N(O)N=NC=2C=1.C(Cl)CCl.C(=O)(O)[O-].[Na+].[NH:31]1[C:35]2[CH:36]=[CH:37][CH:38]=[CH:39][C:34]=2[N:33]=[C:32]1[C:40]1[C:48]2[C:43](=[CH:44][CH:45]=[C:46]([NH2:49])[CH:47]=2)[N:42]([CH:50]2[CH2:55][CH2:54][CH2:53][CH2:52][O:51]2)[N:41]=1, predict the reaction product. The product is: [NH:33]1[C:34]2[CH:39]=[CH:38][CH:37]=[CH:36][C:35]=2[N:31]=[C:32]1[C:40]1[C:48]2[C:43](=[CH:44][CH:45]=[C:46]([NH:49][C:8]([CH:5]3[CH2:4][CH2:3][C:2]([F:1])([F:11])[CH2:7][CH2:6]3)=[O:10])[CH:47]=2)[N:42]([CH:50]2[CH2:55][CH2:54][CH2:53][CH2:52][O:51]2)[N:41]=1. (4) Given the reactants [CH:1]1[C:13]2[CH:12]([CH2:14][O:15][C:16]([NH:18][CH:19]3[CH:27]4[C:28](=[O:35])[CH2:29][CH:30]([C:32](O)=[O:33])[CH2:31][N:25]5[C:26]4=[C:22]([CH:23]=[CH:24]5)[CH2:21][CH2:20]3)=[O:17])[C:11]3[C:6](=[CH:7][CH:8]=[CH:9][CH:10]=3)[C:5]=2[CH:4]=[CH:3][CH:2]=1.C[N:37]1[CH2:42][CH2:41]OCC1.C(P1(=O)OP(CCC)(=O)OP([CH2:57][CH2:58][CH3:59])(=O)O1)CC, predict the reaction product. The product is: [CH:10]1[C:11]2[CH:12]([CH2:14][O:15][C:16](=[O:17])[NH:18][CH:19]3[CH:27]4[C:28](=[O:35])[CH2:29][CH:30]([C:32](=[O:33])[NH:37][CH:42]5[C:41]6[C:1](=[CH:13][CH:57]=[CH:58][CH:59]=6)[CH2:2][CH2:3][CH2:4]5)[CH2:31][N:25]5[C:26]4=[C:22]([CH:23]=[CH:24]5)[CH2:21][CH2:20]3)[C:13]3[C:5](=[CH:4][CH:3]=[CH:2][CH:1]=3)[C:6]=2[CH:7]=[CH:8][CH:9]=1. (5) The product is: [C:3]1([C:13](=[O:21])[CH:14]([C:15]2[CH:20]=[CH:19][N:18]=[CH:17][CH:16]=2)[CH2:23][C:24]([O:26][CH2:27][CH3:28])=[O:25])[C:12]2[C:7](=[CH:8][CH:9]=[CH:10][CH:11]=2)[CH:6]=[CH:5][CH:4]=1. Given the reactants [H-].[Na+].[C:3]1([C:13](=[O:21])[CH2:14][C:15]2[CH:20]=[CH:19][N:18]=[CH:17][CH:16]=2)[C:12]2[C:7](=[CH:8][CH:9]=[CH:10][CH:11]=2)[CH:6]=[CH:5][CH:4]=1.Br[CH2:23][C:24]([O:26][CH2:27][CH3:28])=[O:25].C(=O)(O)[O-].[Na+], predict the reaction product. (6) The product is: [F:12][C:2]1([F:1])[O:6][C:5]2[CH:7]=[CH:8][CH:9]=[C:10]([NH:11][NH2:13])[C:4]=2[O:3]1. Given the reactants [F:1][C:2]1([F:12])[O:6][C:5]2[CH:7]=[CH:8][CH:9]=[C:10]([NH2:11])[C:4]=2[O:3]1.[N:13]([O-])=O.[Na+].[Sn](Cl)(Cl)(Cl)Cl.Cl[Sn]Cl.[OH-].[Na+], predict the reaction product. (7) Given the reactants Br[C:2]1[C:3]([C@@H:14]([NH:24][C:25](=[O:31])[O:26][C:27]([CH3:30])([CH3:29])[CH3:28])[CH2:15][C:16]2[CH:21]=[C:20]([F:22])[CH:19]=[C:18]([F:23])[CH:17]=2)=[N:4][C:5]([C:8]#[C:9][C:10]([OH:13])([CH3:12])[CH3:11])=[CH:6][CH:7]=1.[NH:32]([C:34]1[CH:39]=[CH:38][C:37](B2OC(C)(C)C(C)(C)O2)=[CH:36][N:35]=1)[NH2:33].C(=O)([O-])[O-].[K+].[K+].O1CCOCC1, predict the reaction product. The product is: [F:23][C:18]1[CH:17]=[C:16]([CH2:15][C@H:14]([NH:24][C:25](=[O:31])[O:26][C:27]([CH3:30])([CH3:29])[CH3:28])[C:3]2[C:2]([C:37]3[CH:36]=[N:35][C:34]([NH:32][NH2:33])=[CH:39][CH:38]=3)=[CH:7][CH:6]=[C:5]([C:8]#[C:9][C:10]([OH:13])([CH3:12])[CH3:11])[N:4]=2)[CH:21]=[C:20]([F:22])[CH:19]=1.